From a dataset of Forward reaction prediction with 1.9M reactions from USPTO patents (1976-2016). Predict the product of the given reaction. (1) The product is: [CH3:33][C:31]([CH3:34])([CH3:32])[C:30]#[C:29][C:9]1[S:8][C:7]([C:5]([O-:4])=[O:6])=[C:11]([N:12]([CH:22]2[CH2:27][CH2:26][CH:25]([O:28][C:36]3[CH:37]=[CH:38][C:39]4[N:40]([CH:42]=[CH:43][N:44]=4)[N:41]=3)[CH2:24][CH2:23]2)[C:13]([CH:15]2[CH2:20][CH2:19][CH:18]([CH3:21])[CH2:17][CH2:16]2)=[O:14])[CH:10]=1.[Na+:2]. Given the reactants [H-].[Na+:2].C[O:4][C:5]([C:7]1[S:8][C:9]([C:29]#[C:30][C:31]([CH3:34])([CH3:33])[CH3:32])=[CH:10][C:11]=1[N:12]([CH:22]1[CH2:27][CH2:26][CH:25]([OH:28])[CH2:24][CH2:23]1)[C:13]([CH:15]1[CH2:20][CH2:19][CH:18]([CH3:21])[CH2:17][CH2:16]1)=[O:14])=[O:6].Cl[C:36]1[CH:37]=[CH:38][C:39]2[N:40]([CH:42]=[CH:43][N:44]=2)[N:41]=1.[OH-].[Na+], predict the reaction product. (2) Given the reactants [F:1][C:2]([F:17])([F:16])[C:3]([NH:5][C:6]1[N:7]=[C:8]2[CH:13]=[CH:12][C:11](I)=[CH:10][N:9]2[CH:15]=1)=[O:4].C([Mg]Cl)(C)C.CN([CH:26]=[O:27])C.[NH4+].[Cl-], predict the reaction product. The product is: [F:1][C:2]([F:17])([F:16])[C:3]([NH:5][C:6]1[N:7]=[C:8]2[CH:13]=[CH:12][C:11]([CH:26]=[O:27])=[CH:10][N:9]2[CH:15]=1)=[O:4]. (3) Given the reactants Cl.[CH2:2]([N:5]([CH2:38][CH2:39][CH3:40])[CH2:6][CH2:7][CH2:8][CH2:9][N:10]([CH2:16][C:17]1[CH:22]=[CH:21][C:20]([CH2:23][N:24]([CH2:32][C:33]2[NH:34][CH:35]=[CH:36][N:37]=2)[CH2:25][C:26]2[N:27]([CH3:31])[CH:28]=[CH:29][N:30]=2)=[CH:19][CH:18]=1)[CH2:11][CH2:12][C:13]([OH:15])=[O:14])[CH2:3][CH3:4].[CH3:41][CH:42](O)[CH3:43], predict the reaction product. The product is: [CH:42]([O:14][C:13](=[O:15])[CH2:12][CH2:11][N:10]([CH2:9][CH2:8][CH2:7][CH2:6][N:5]([CH2:2][CH2:3][CH3:4])[CH2:38][CH2:39][CH3:40])[CH2:16][C:17]1[CH:22]=[CH:21][C:20]([CH2:23][N:24]([CH2:32][C:33]2[NH:34][CH:35]=[CH:36][N:37]=2)[CH2:25][C:26]2[N:27]([CH3:31])[CH:28]=[CH:29][N:30]=2)=[CH:19][CH:18]=1)([CH3:43])[CH3:41]. (4) Given the reactants Br[C:2]1[CH:7]=[CH:6][C:5]([C:8]2[O:12][N:11]=[C:10]([CH3:13])[C:9]=2[CH:14]([C:16]2[N:17]=[N:18][N:19]([CH2:21][C:22]3[CH:27]=[CH:26][C:25]([Cl:28])=[CH:24][CH:23]=3)[CH:20]=2)[OH:15])=[CH:4][CH:3]=1.[CH2:29]([O:31][C:32]([C:34]1([C:37]2[CH:42]=[CH:41][C:40](B3OC(C)(C)C(C)(C)O3)=[CH:39][CH:38]=2)[CH2:36][CH2:35]1)=[O:33])[CH3:30], predict the reaction product. The product is: [CH2:29]([O:31][C:32]([C:34]1([C:37]2[CH:42]=[CH:41][C:40]([C:2]3[CH:3]=[CH:4][C:5]([C:8]4[O:12][N:11]=[C:10]([CH3:13])[C:9]=4[CH:14]([C:16]4[N:17]=[N:18][N:19]([CH2:21][C:22]5[CH:27]=[CH:26][C:25]([Cl:28])=[CH:24][CH:23]=5)[CH:20]=4)[OH:15])=[CH:6][CH:7]=3)=[CH:39][CH:38]=2)[CH2:35][CH2:36]1)=[O:33])[CH3:30]. (5) The product is: [CH2:29]([O:31][C:32](=[O:35])[CH2:33][O:18][C:15]1[CH:16]=[CH:17][C:12]([C:10](=[N:9][O:8][CH2:7][C:6]2[CH:19]=[CH:20][C:3]([C:2]([F:21])([F:22])[F:1])=[CH:4][CH:5]=2)[CH3:11])=[CH:13][CH:14]=1)[CH3:30]. Given the reactants [F:1][C:2]([F:22])([F:21])[C:3]1[CH:20]=[CH:19][C:6]([CH2:7][O:8][N:9]=[C:10]([C:12]2[CH:17]=[CH:16][C:15]([OH:18])=[CH:14][CH:13]=2)[CH3:11])=[CH:5][CH:4]=1.C(=O)([O-])[O-].[Cs+].[Cs+].[CH2:29]([O:31][C:32](=[O:35])[CH2:33]Cl)[CH3:30].O, predict the reaction product. (6) Given the reactants [NH2:1][C:2]1[CH:7]=[CH:6][N:5]=[CH:4][CH:3]=1.[CH:8]1([N:14]=[C:15]=[O:16])[CH2:13][CH2:12][CH2:11][CH2:10][CH2:9]1, predict the reaction product. The product is: [CH:8]1([NH:14][C:15]([NH:1][C:2]2[CH:7]=[CH:6][N:5]=[CH:4][CH:3]=2)=[O:16])[CH2:13][CH2:12][CH2:11][CH2:10][CH2:9]1. (7) Given the reactants [C:1](Cl)(=[O:4])[CH:2]=[CH2:3].[C:6]1([N:12]([C:21]2[CH:26]=[CH:25][CH:24]=[CH:23][CH:22]=2)[C:13]2[CH:20]=[CH:19][C:16]([CH2:17][OH:18])=[CH:15][CH:14]=2)[CH:11]=[CH:10][CH:9]=[CH:8][CH:7]=1.C(N(CC)CC)C, predict the reaction product. The product is: [C:1]([O:18][CH2:17][C:16]1[CH:19]=[CH:20][C:13]([N:12]([C:21]2[CH:26]=[CH:25][CH:24]=[CH:23][CH:22]=2)[C:6]2[CH:11]=[CH:10][CH:9]=[CH:8][CH:7]=2)=[CH:14][CH:15]=1)(=[O:4])[CH:2]=[CH2:3]. (8) Given the reactants [Br:1][C:2]1[CH:3]=[C:4]2[C:8](=[CH:9][CH:10]=1)[NH:7][CH:6]=[CH:5]2.Br[C:12]1[C:13]([CH3:18])=[N:14][CH:15]=[CH:16][CH:17]=1, predict the reaction product. The product is: [Br:1][C:2]1[CH:3]=[C:4]2[C:8](=[CH:9][CH:10]=1)[N:7]([C:12]1[C:13]([CH3:18])=[N:14][CH:15]=[CH:16][CH:17]=1)[CH:6]=[CH:5]2. (9) Given the reactants [CH2:1]([Li])CCC.[CH3:6]/[C:7](=[CH:10]\[C:11]1[CH:16]=[CH:15][C:14]([CH3:17])=[CH:13][CH:12]=1)/[CH2:8][OH:9].BrCBr.C([Mg]Cl)(C)(C)C.[Cl-].[NH4+], predict the reaction product. The product is: [CH3:6][C:7]1([CH2:8][OH:9])[CH2:1][CH:10]1[C:11]1[CH:12]=[CH:13][C:14]([CH3:17])=[CH:15][CH:16]=1. (10) Given the reactants [Si:1]([O:8][CH2:9][C:10]1[N:11]([CH3:43])[C:12]2[C:17]([CH:18]=1)=[CH:16][C:15]1[C:19](=[N:31][CH2:32][C:33]3[CH:38]=[CH:37][C:36]([O:39][CH3:40])=[CH:35][C:34]=3[O:41][CH3:42])[CH2:20][CH2:21][CH2:22][N:23]([C:24]([O:26][C:27]([CH3:30])([CH3:29])[CH3:28])=[O:25])[C:14]=1[CH:13]=2)([C:4]([CH3:7])([CH3:6])[CH3:5])([CH3:3])[CH3:2].[CH:44]([C:53](OC)=[O:54])([C:49](OC)=[O:50])[C:45]([O:47][CH3:48])=[O:46], predict the reaction product. The product is: [Si:1]([O:8][CH2:9][C:10]1[N:11]([CH3:43])[C:12]2[CH:13]=[C:14]3[N:23]([C:24]([O:26][C:27]([CH3:30])([CH3:29])[CH3:28])=[O:25])[CH2:22][CH2:21][C:20]4[C:53]([OH:54])=[C:44]([C:45]([O:47][CH3:48])=[O:46])[C:49](=[O:50])[N:31]([CH2:32][C:33]5[CH:38]=[CH:37][C:36]([O:39][CH3:40])=[CH:35][C:34]=5[O:41][CH3:42])[C:19]=4[C:15]3=[CH:16][C:17]=2[CH:18]=1)([C:4]([CH3:5])([CH3:6])[CH3:7])([CH3:2])[CH3:3].